The task is: Predict the product of the given reaction.. This data is from Forward reaction prediction with 1.9M reactions from USPTO patents (1976-2016). (1) The product is: [CH3:13][CH:14]1[CH2:19][CH2:18][N:17]([C:20]([O:11][C:10]2[C:5]3[C:6](=[N:7][C:2]([Cl:1])=[CH:3][C:4]=3[CH3:12])[N:8]([C:20]([N:17]3[CH2:18][CH2:19][CH:14]([CH3:13])[CH2:15][CH2:16]3)=[O:21])[N:9]=2)=[O:21])[CH2:16][CH2:15]1. Given the reactants [Cl:1][C:2]1[N:7]=[C:6]2[NH:8][N:9]=[C:10]([OH:11])[C:5]2=[C:4]([CH3:12])[CH:3]=1.[CH3:13][CH:14]1[CH2:19][CH2:18][N:17]([C:20](Cl)=[O:21])[CH2:16][CH2:15]1, predict the reaction product. (2) Given the reactants Br[C:2]1[C:23]([N:24]2[CH2:29][CH2:28][N:27]([CH:30]3[CH2:33][CH2:32][CH2:31]3)[CH2:26][CH2:25]2)=[CH:22][C:5]2[C:6]([CH3:21])([CH3:20])[C:7]3[NH:8][C:9]4[C:14]([C:15]=3[C:16](=[O:17])[C:4]=2[CH:3]=1)=[CH:13][CH:12]=[C:11]([C:18]#[N:19])[CH:10]=4.[C:34]([Si:36]([CH:43]([CH3:45])[CH3:44])([CH:40]([CH3:42])[CH3:41])[CH:37]([CH3:39])[CH3:38])#[CH:35].C1(P(C2CCCCC2)C2C=CC=CC=2C2C(C(C)C)=CC(C(C)C)=CC=2C(C)C)CCCCC1.C(=O)([O-])[O-].[Cs+].[Cs+], predict the reaction product. The product is: [CH:30]1([N:27]2[CH2:26][CH2:25][N:24]([C:23]3[C:2]([C:35]#[C:34][Si:36]([CH:37]([CH3:39])[CH3:38])([CH:43]([CH3:45])[CH3:44])[CH:40]([CH3:42])[CH3:41])=[CH:3][C:4]4[C:16](=[O:17])[C:15]5[C:14]6[C:9](=[CH:10][C:11]([C:18]#[N:19])=[CH:12][CH:13]=6)[NH:8][C:7]=5[C:6]([CH3:21])([CH3:20])[C:5]=4[CH:22]=3)[CH2:29][CH2:28]2)[CH2:33][CH2:32][CH2:31]1. (3) Given the reactants [CH3:1][C:2]1[CH:20]=[C:19]([CH3:21])[CH:18]=[CH:17][C:3]=1[O:4][C:5]1[S:6][C:7]2[C:13]([N+:14]([O-])=O)=[CH:12][CH:11]=[CH:10][C:8]=2[N:9]=1.O.O.[Sn](Cl)Cl, predict the reaction product. The product is: [CH3:1][C:2]1[CH:20]=[C:19]([CH3:21])[CH:18]=[CH:17][C:3]=1[O:4][C:5]1[S:6][C:7]2[C:13]([NH2:14])=[CH:12][CH:11]=[CH:10][C:8]=2[N:9]=1. (4) Given the reactants [NH2:1][C:2]1[CH:7]=[C:6]([C:8]2[S:9][CH:10]=[CH:11][CH:12]=2)[CH:5]=[CH:4][C:3]=1[NH:13][C:14](=[O:20])[O:15][C:16]([CH3:19])([CH3:18])[CH3:17].[CH3:21][N:22]([CH3:26])[C:23](Cl)=[O:24], predict the reaction product. The product is: [CH3:21][N:22]([CH3:26])[C:23](=[O:24])[NH:1][C:2]1[CH:7]=[C:6]([C:8]2[S:9][CH:10]=[CH:11][CH:12]=2)[CH:5]=[CH:4][C:3]=1[NH:13][C:14](=[O:20])[O:15][C:16]([CH3:17])([CH3:19])[CH3:18]. (5) Given the reactants [F:1][C:2]1[CH:10]=[C:9]2[C:5]([C:6]([C:20]3[CH:21]=[C:22]([NH2:27])[C:23](N)=[CH:24][CH:25]=3)=[CH:7][N:8]2[S:11]([C:14]2[CH:19]=[CH:18][CH:17]=[CH:16][CH:15]=2)(=[O:13])=[O:12])=[CH:4][CH:3]=1.NC1C=C(B2OC(C)(C)C(C)(C)[O:36]2)C=CC=1O.FC1C=C2C(C(I)=CN2S(C2C=CC=CC=2)(=O)=O)=CC=1, predict the reaction product. The product is: [NH2:27][C:22]1[CH:21]=[C:20]([C:6]2[C:5]3[C:9](=[CH:10][C:2]([F:1])=[CH:3][CH:4]=3)[N:8]([S:11]([C:14]3[CH:19]=[CH:18][CH:17]=[CH:16][CH:15]=3)(=[O:13])=[O:12])[CH:7]=2)[CH:25]=[CH:24][C:23]=1[OH:36]. (6) Given the reactants [N:1]1[CH:6]=[CH:5][CH:4]=[C:3]([CH:7]=[O:8])[CH:2]=1.[CH2:9](O)[CH2:10][OH:11].O, predict the reaction product. The product is: [O:8]1[CH2:9][CH2:10][O:11][CH:7]1[C:3]1[CH:2]=[N:1][CH:6]=[CH:5][CH:4]=1. (7) Given the reactants [NH2:1][C:2]([CH3:6])([CH3:5])[CH2:3][OH:4].FC(F)(F)S(O[C@H:13]([CH3:18])[C:14](OC)=[O:15])(=O)=O, predict the reaction product. The product is: [CH3:18][C@H:13]1[C:14](=[O:15])[O:4][CH2:3][C:2]([CH3:6])([CH3:5])[NH:1]1.